This data is from NCI-60 drug combinations with 297,098 pairs across 59 cell lines. The task is: Regression. Given two drug SMILES strings and cell line genomic features, predict the synergy score measuring deviation from expected non-interaction effect. (1) Drug 1: CC(C1=C(C=CC(=C1Cl)F)Cl)OC2=C(N=CC(=C2)C3=CN(N=C3)C4CCNCC4)N. Drug 2: CC1=C(C(=CC=C1)Cl)NC(=O)C2=CN=C(S2)NC3=CC(=NC(=N3)C)N4CCN(CC4)CCO. Cell line: LOX IMVI. Synergy scores: CSS=46.0, Synergy_ZIP=7.85, Synergy_Bliss=14.6, Synergy_Loewe=15.9, Synergy_HSA=16.0. (2) Drug 1: CC1C(C(CC(O1)OC2CC(CC3=C2C(=C4C(=C3O)C(=O)C5=C(C4=O)C(=CC=C5)OC)O)(C(=O)C)O)N)O.Cl. Drug 2: C1C(C(OC1N2C=NC3=C2NC=NCC3O)CO)O. Cell line: NCI-H322M. Synergy scores: CSS=-0.724, Synergy_ZIP=-2.67, Synergy_Bliss=-5.60, Synergy_Loewe=-5.01, Synergy_HSA=-4.97. (3) Drug 1: C(CCl)NC(=O)N(CCCl)N=O. Drug 2: CC1C(C(CC(O1)OC2CC(CC3=C2C(=C4C(=C3O)C(=O)C5=CC=CC=C5C4=O)O)(C(=O)C)O)N)O. Cell line: NCI-H460. Synergy scores: CSS=43.6, Synergy_ZIP=-1.02, Synergy_Bliss=-0.679, Synergy_Loewe=-5.30, Synergy_HSA=1.74. (4) Drug 1: C1=CC(=CC=C1CC(C(=O)O)N)N(CCCl)CCCl.Cl. Drug 2: C(=O)(N)NO. Cell line: HS 578T. Synergy scores: CSS=15.3, Synergy_ZIP=-0.516, Synergy_Bliss=1.75, Synergy_Loewe=-16.6, Synergy_HSA=-2.39. (5) Drug 1: CS(=O)(=O)CCNCC1=CC=C(O1)C2=CC3=C(C=C2)N=CN=C3NC4=CC(=C(C=C4)OCC5=CC(=CC=C5)F)Cl. Drug 2: COC1=C2C(=CC3=C1OC=C3)C=CC(=O)O2. Cell line: RXF 393. Synergy scores: CSS=2.39, Synergy_ZIP=1.46, Synergy_Bliss=5.99, Synergy_Loewe=1.96, Synergy_HSA=2.61. (6) Drug 1: C1CN(P(=O)(OC1)NCCCl)CCCl. Drug 2: CC1CCCC2(C(O2)CC(NC(=O)CC(C(C(=O)C(C1O)C)(C)C)O)C(=CC3=CSC(=N3)C)C)C. Cell line: NCI/ADR-RES. Synergy scores: CSS=0.937, Synergy_ZIP=0.0333, Synergy_Bliss=1.54, Synergy_Loewe=-4.28, Synergy_HSA=-1.28. (7) Synergy scores: CSS=17.3, Synergy_ZIP=-0.993, Synergy_Bliss=3.14, Synergy_Loewe=2.27, Synergy_HSA=2.55. Drug 2: CCC1(CC2CC(C3=C(CCN(C2)C1)C4=CC=CC=C4N3)(C5=C(C=C6C(=C5)C78CCN9C7C(C=CC9)(C(C(C8N6C=O)(C(=O)OC)O)OC(=O)C)CC)OC)C(=O)OC)O.OS(=O)(=O)O. Cell line: NCI-H226. Drug 1: COC1=CC(=CC(=C1O)OC)C2C3C(COC3=O)C(C4=CC5=C(C=C24)OCO5)OC6C(C(C7C(O6)COC(O7)C8=CC=CS8)O)O. (8) Drug 1: C1CCC(CC1)NC(=O)N(CCCl)N=O. Drug 2: CC(C)NC(=O)C1=CC=C(C=C1)CNNC.Cl. Cell line: SK-OV-3. Synergy scores: CSS=5.79, Synergy_ZIP=-2.01, Synergy_Bliss=0.418, Synergy_Loewe=-1.66, Synergy_HSA=-1.17. (9) Drug 1: C1=CC(=CC=C1C#N)C(C2=CC=C(C=C2)C#N)N3C=NC=N3. Drug 2: CN(C(=O)NC(C=O)C(C(C(CO)O)O)O)N=O. Cell line: RXF 393. Synergy scores: CSS=0.259, Synergy_ZIP=0.385, Synergy_Bliss=-0.473, Synergy_Loewe=-0.199, Synergy_HSA=-1.99. (10) Drug 1: C1=CC(=C2C(=C1NCCNCCO)C(=O)C3=C(C=CC(=C3C2=O)O)O)NCCNCCO. Drug 2: COC1=NC(=NC2=C1N=CN2C3C(C(C(O3)CO)O)O)N. Cell line: OVCAR-4. Synergy scores: CSS=16.7, Synergy_ZIP=0.440, Synergy_Bliss=3.08, Synergy_Loewe=-43.9, Synergy_HSA=0.735.